Dataset: NCI-60 drug combinations with 297,098 pairs across 59 cell lines. Task: Regression. Given two drug SMILES strings and cell line genomic features, predict the synergy score measuring deviation from expected non-interaction effect. (1) Drug 1: CCC1=C2CN3C(=CC4=C(C3=O)COC(=O)C4(CC)O)C2=NC5=C1C=C(C=C5)O. Drug 2: C(=O)(N)NO. Cell line: 786-0. Synergy scores: CSS=25.6, Synergy_ZIP=-6.89, Synergy_Bliss=1.13, Synergy_Loewe=-23.3, Synergy_HSA=0.262. (2) Drug 1: CC1=C(C(CCC1)(C)C)C=CC(=CC=CC(=CC(=O)O)C)C. Drug 2: C1CC(=O)NC(=O)C1N2C(=O)C3=CC=CC=C3C2=O. Cell line: SF-268. Synergy scores: CSS=-0.153, Synergy_ZIP=-1.09, Synergy_Bliss=-2.56, Synergy_Loewe=-2.50, Synergy_HSA=-3.03. (3) Drug 2: CC(C)NC(=O)C1=CC=C(C=C1)CNNC.Cl. Drug 1: CC1=CC=C(C=C1)C2=CC(=NN2C3=CC=C(C=C3)S(=O)(=O)N)C(F)(F)F. Cell line: UACC-257. Synergy scores: CSS=-0.420, Synergy_ZIP=-0.968, Synergy_Bliss=-3.85, Synergy_Loewe=-4.45, Synergy_HSA=-4.08. (4) Drug 1: CC1=CC2C(CCC3(C2CCC3(C(=O)C)OC(=O)C)C)C4(C1=CC(=O)CC4)C. Drug 2: CC1=C(C=C(C=C1)C(=O)NC2=CC(=CC(=C2)C(F)(F)F)N3C=C(N=C3)C)NC4=NC=CC(=N4)C5=CN=CC=C5. Cell line: PC-3. Synergy scores: CSS=-0.869, Synergy_ZIP=0.180, Synergy_Bliss=-3.44, Synergy_Loewe=-0.652, Synergy_HSA=-6.73. (5) Drug 1: CC1=C(N=C(N=C1N)C(CC(=O)N)NCC(C(=O)N)N)C(=O)NC(C(C2=CN=CN2)OC3C(C(C(C(O3)CO)O)O)OC4C(C(C(C(O4)CO)O)OC(=O)N)O)C(=O)NC(C)C(C(C)C(=O)NC(C(C)O)C(=O)NCCC5=NC(=CS5)C6=NC(=CS6)C(=O)NCCC[S+](C)C)O. Drug 2: C(CN)CNCCSP(=O)(O)O. Cell line: KM12. Synergy scores: CSS=22.5, Synergy_ZIP=-0.478, Synergy_Bliss=2.65, Synergy_Loewe=-20.5, Synergy_HSA=0.131.